From a dataset of Full USPTO retrosynthesis dataset with 1.9M reactions from patents (1976-2016). Predict the reactants needed to synthesize the given product. (1) Given the product [CH3:29][O:28][CH:24]1[C:25]([O:26][CH3:27])([C:5]2[NH:4][C:11]3=[N:12][CH:13]=[CH:14][CH:15]=[C:10]3[CH:9]=2)[C:18]([O:17][CH3:16])=[CH:19][C:20]([OH:33])=[CH:23]1, predict the reactants needed to synthesize it. The reactants are: C([N-:4][CH:5](C)C)(C)C.[Li+].[CH3:9][C:10]1[CH:11]=[N:12][CH:13]=[CH:14][CH:15]=1.[CH3:16][O:17][C:18]1[CH:19]=[C:20]([CH:23]=[C:24]([O:28][CH3:29])[C:25]=1[O:26][CH3:27])C#N.C1C[O:33]CC1. (2) Given the product [Cl:1][C:2]1[N:3]=[C:4]([NH:22][CH2:23][CH:24]2[CH2:29][CH2:28][N:27]([C:30]([O:32][C:33]([CH3:36])([CH3:35])[CH3:34])=[O:31])[CH2:26][CH2:25]2)[C:5]2[C:10]([C:44]#[N:45])=[CH:9][N:8]([S:12]([C:15]3[CH:21]=[CH:20][C:18]([CH3:19])=[CH:17][CH:16]=3)(=[O:14])=[O:13])[C:6]=2[N:7]=1, predict the reactants needed to synthesize it. The reactants are: [Cl:1][C:2]1[N:3]=[C:4]([NH:22][CH2:23][CH:24]2[CH2:29][CH2:28][N:27]([C:30]([O:32][C:33]([CH3:36])([CH3:35])[CH3:34])=[O:31])[CH2:26][CH2:25]2)[C:5]2[C:10](I)=[CH:9][N:8]([S:12]([C:15]3[CH:21]=[CH:20][C:18]([CH3:19])=[CH:17][CH:16]=3)(=[O:14])=[O:13])[C:6]=2[N:7]=1.O.CCOC(C)=O.[CH3:44][N:45](C=O)C. (3) Given the product [Cl:20][C:15]1[CH:16]=[CH:17][CH:18]=[CH:19][C:14]=1[NH:13][C:8]1[C:9]2[C:10](=[O:11])[O:12][N:24]=[C:1]([CH3:2])[C:4]=2[CH:5]=[C:6]([F:22])[C:7]=1[F:21], predict the reactants needed to synthesize it. The reactants are: [C:1]([C:4]1[C:9]([C:10]([OH:12])=[O:11])=[C:8]([NH:13][C:14]2[CH:19]=[CH:18][CH:17]=[CH:16][C:15]=2[Cl:20])[C:7]([F:21])=[C:6]([F:22])[CH:5]=1)(=O)[CH3:2].Cl.[NH2:24]O.